Dataset: Catalyst prediction with 721,799 reactions and 888 catalyst types from USPTO. Task: Predict which catalyst facilitates the given reaction. (1) Product: [F:18][C:19]1[CH:29]=[CH:28][C:22]([O:23][CH2:24][CH2:25][CH2:26][NH:27][CH2:1][C:3]2[CH:4]=[C:5]([CH:15]=[CH:16][CH:17]=2)[O:6][CH:7]([CH2:13][CH3:14])[C:8]([O:10][CH2:11][CH3:12])=[O:9])=[CH:21][CH:20]=1. The catalyst class is: 478. Reactant: [CH:1]([C:3]1[CH:4]=[C:5]([CH:15]=[CH:16][CH:17]=1)[O:6][CH:7]([CH2:13][CH3:14])[C:8]([O:10][CH2:11][CH3:12])=[O:9])=O.[F:18][C:19]1[CH:29]=[CH:28][C:22]([O:23][CH2:24][CH2:25][CH2:26][NH2:27])=[CH:21][CH:20]=1.C(O[BH-](OC(=O)C)OC(=O)C)(=O)C.[Na+].C(=O)([O-])O.[Na+]. (2) Reactant: [CH3:1][O:2][C:3]1[CH:8]=[CH:7][C:6]([NH2:9])=[C:5]([N+:10]([O-:12])=[O:11])[CH:4]=1.[Br:13][C:14]1[CH:15]=[CH:16][C:17]([N+]([O-])=O)=[N:18][CH:19]=1.CC([O-])(C)C.[K+]. Product: [Br:13][C:14]1[CH:15]=[CH:16][C:17]([NH:9][C:6]2[CH:7]=[CH:8][C:3]([O:2][CH3:1])=[CH:4][C:5]=2[N+:10]([O-:12])=[O:11])=[N:18][CH:19]=1. The catalyst class is: 3. (3) Reactant: [Br:1][C:2]1[C:8]([F:9])=[CH:7][C:5]([NH2:6])=[C:4]([N+:10]([O-:12])=O)[CH:3]=1.[OH-:13].[K+].[O-]Cl.[Na+]. Product: [Br:1][C:2]1[C:8]([F:9])=[CH:7][C:5]2=[N+:6]([O-:13])[O:12][N:10]=[C:4]2[CH:3]=1. The catalyst class is: 40. (4) Reactant: [S:1]1[CH:5]=[CH:4][C:3]([NH:6][CH:7]=[C:8]([C:14]([O:16]CC)=O)[C:9]([O:11][CH2:12][CH3:13])=[O:10])=[CH:2]1. The catalyst class is: 400. Product: [OH:16][C:14]1[C:8]([C:9]([O:11][CH2:12][CH3:13])=[O:10])=[CH:7][N:6]=[C:3]2[CH:4]=[CH:5][S:1][C:2]=12. (5) Reactant: Cl[CH2:2][CH:3]([CH2:12]Cl)[C:4]([C:6]1[CH:11]=[CH:10][CH:9]=[CH:8][CH:7]=1)=[O:5].[C:14]1(N2CCCC2)[CH2:18][CH2:17][CH2:16][CH:15]=1.[OH2:24]. Product: [C:4]([CH:3]1[CH2:12][C@H:16]2[C:15](=[O:24])[C@H:14]([CH2:18][CH2:17]2)[CH2:2]1)(=[O:5])[C:6]1[CH:11]=[CH:10][CH:9]=[CH:8][CH:7]=1. The catalyst class is: 23. (6) Product: [F:9][C:8]([F:11])([F:10])[C:5]1[CH:6]=[CH:7][C:2]2[N:1]=[C:16]([SH:18])[S:17][C:3]=2[CH:4]=1. Reactant: [NH2:1][C:2]1[CH:7]=[CH:6][C:5]([C:8]([F:11])([F:10])[F:9])=[CH:4][C:3]=1Br.C(O[C:16]([S-:18])=[S:17])C.[K+].O. The catalyst class is: 60.